The task is: Predict the reaction yield, written as a fraction of the theoretical maximum amount of product (1.0 means a 100% yield; for example, 0.34 means a 34% yield).. This data is from Reaction yield outcomes from USPTO patents with 853,638 reactions. (1) The reactants are Br[C:2]1[CH:3]=[N:4][C:5]([N:8]2[CH2:13][CH2:12][N:11]([C:14]([O:16][C:17]([CH3:20])([CH3:19])[CH3:18])=[O:15])[CH2:10][CH2:9]2)=[N:6][CH:7]=1.B1(B2OC(C)(C)C(C)(C)O2)OC(C)(C)C(C)(C)[O:22]1.C([O-])(=O)C.[K+].B1([O-])OO1.O.O.O.O.[Na+]. The catalyst is C([O-])(=O)C.[Pd+2].C([O-])(=O)C.CN(C=O)C. The product is [OH:22][C:2]1[CH:3]=[N:4][C:5]([N:8]2[CH2:13][CH2:12][N:11]([C:14]([O:16][C:17]([CH3:20])([CH3:19])[CH3:18])=[O:15])[CH2:10][CH2:9]2)=[N:6][CH:7]=1. The yield is 0.230. (2) The yield is 1.00. The reactants are [C:1]([C:3]1[CH:8]=[CH:7][CH:6]=[CH:5][C:4]=1[C:9]1[CH:14]=[CH:13][C:12]([CH2:15][C:16]2[C:17](=[O:43])[N:18]([C@H:29]3[CH2:34][CH2:33][C@H:32]([O:35][CH2:36][C:37](N(OC)C)=[O:38])[CH2:31][CH2:30]3)[C:19]3[N:20]([N:25]=[C:26]([CH3:28])[N:27]=3)[C:21]=2[CH2:22][CH2:23][CH3:24])=[CH:11][CH:10]=1)#[N:2].[CH2:44]([Mg]Br)[CH3:45].Cl. The catalyst is O1CCCC1. The product is [CH3:28][C:26]1[N:27]=[C:19]2[N:18]([C@H:29]3[CH2:30][CH2:31][C@H:32]([O:35][CH2:36][C:37](=[O:38])[CH2:44][CH3:45])[CH2:33][CH2:34]3)[C:17](=[O:43])[C:16]([CH2:15][C:12]3[CH:13]=[CH:14][C:9]([C:4]4[C:3]([C:1]#[N:2])=[CH:8][CH:7]=[CH:6][CH:5]=4)=[CH:10][CH:11]=3)=[C:21]([CH2:22][CH2:23][CH3:24])[N:20]2[N:25]=1. (3) The reactants are Br[C:2]1[CH:7]=[CH:6][C:5]([C:8]2[N:12]=[C:11]([CH:13]3[CH2:18][CH2:17][CH2:16][CH2:15][CH2:14]3)[N:10]([CH3:19])[N:9]=2)=[CH:4][CH:3]=1.[Cu][C:21]#[N:22]. The catalyst is CN1CCCC1=O.C(OCC)(=O)C.[OH-].[NH4+]. The product is [CH:13]1([C:11]2[N:10]([CH3:19])[N:9]=[C:8]([C:5]3[CH:6]=[CH:7][C:2]([C:21]#[N:22])=[CH:3][CH:4]=3)[N:12]=2)[CH2:18][CH2:17][CH2:16][CH2:15][CH2:14]1. The yield is 0.400.